From a dataset of Forward reaction prediction with 1.9M reactions from USPTO patents (1976-2016). Predict the product of the given reaction. Given the reactants [O:1]=[CH:2][C@@H:3]([C@H:5]([C@@H:7]([C@@H:9]([CH2:11][OH:12])[OH:10])[OH:8])[OH:6])[OH:4].P([O-])([O-])([O-])=O.[Na+].[Na+].[Na+], predict the reaction product. The product is: [OH:1][CH2:2][C:3]([C@H:5]([C@@H:7]([C@@H:9]([CH2:11][OH:12])[OH:10])[OH:8])[OH:6])=[O:4].[O:1]=[CH:2][C@@H:3]([C@H:5]([C@@H:7]([C@@H:9]([CH2:11][OH:12])[OH:10])[OH:8])[OH:6])[OH:4].